The task is: Predict the product of the given reaction.. This data is from Forward reaction prediction with 1.9M reactions from USPTO patents (1976-2016). Given the reactants [CH2:1]([NH:8][C:9]([C:11]1[CH:20]=[CH:19][C:18]2[C:13](=[C:14](Br)[CH:15]=[N:16][CH:17]=2)[N:12]=1)=[O:10])[C:2]1[CH:7]=[CH:6][CH:5]=[CH:4][CH:3]=1.[Cl:22][C:23]1[CH:24]=[C:25](B(O)O)[CH:26]=[CH:27][CH:28]=1.C(=O)([O-])[O-].[Cs+].[Cs+], predict the reaction product. The product is: [CH2:1]([NH:8][C:9]([C:11]1[CH:20]=[CH:19][C:18]2[C:13](=[C:14]([C:27]3[CH:26]=[CH:25][CH:24]=[C:23]([Cl:22])[CH:28]=3)[CH:15]=[N:16][CH:17]=2)[N:12]=1)=[O:10])[C:2]1[CH:7]=[CH:6][CH:5]=[CH:4][CH:3]=1.